From a dataset of Forward reaction prediction with 1.9M reactions from USPTO patents (1976-2016). Predict the product of the given reaction. (1) Given the reactants [CH2:1]([O:3][C:4]1[CH:5]=[C:6]([CH:9]=[CH:10][C:11]=1[O:12][CH2:13][C:14]1[N:15]=[C:16]([C:20]2[O:21][CH:22]=[CH:23][CH:24]=2)[O:17][C:18]=1[CH3:19])[CH:7]=[O:8])[CH3:2].C(O)C.[BH4-].[Na+].O, predict the reaction product. The product is: [CH2:1]([O:3][C:4]1[CH:5]=[C:6]([CH2:7][OH:8])[CH:9]=[CH:10][C:11]=1[O:12][CH2:13][C:14]1[N:15]=[C:16]([C:20]2[O:21][CH:22]=[CH:23][CH:24]=2)[O:17][C:18]=1[CH3:19])[CH3:2]. (2) Given the reactants [Cl:1][C:2]1[CH:7]=[CH:6][C:5]([C:8]2[C:17]3[C:12](=[CH:13][CH:14]=[C:15]([C:18]([OH:20])=O)[CH:16]=3)[CH:11]=[N:10][CH:9]=2)=[CH:4][CH:3]=1.C(N(CC)C(C)C)(C)C.F[P-](F)(F)(F)(F)F.N1(OC(N(C)C)=[N+](C)C)C2[N:42]=[CH:43][CH:44]=[CH:45][C:40]=2N=N1.C1(CN)CC1, predict the reaction product. The product is: [Cl:1][C:2]1[CH:3]=[CH:4][C:5]([C:8]2[C:17]3[C:12](=[CH:13][CH:14]=[C:15]([C:18]([NH:42][CH2:43][CH:44]4[CH2:40][CH2:45]4)=[O:20])[CH:16]=3)[CH:11]=[N:10][CH:9]=2)=[CH:6][CH:7]=1. (3) The product is: [CH3:1][O:2][C:3]1[N:4]=[C:5]([O:36][CH3:37])[C:6]2[C:11]([C:12]3[CH:13]=[CH:14][CH:15]=[CH:16][CH:17]=3)=[C:10]([C:18]3[CH:23]=[CH:22][C:21]([C:24]4([NH2:28])[CH2:27][CH2:26][CH2:25]4)=[CH:20][CH:19]=3)[O:9][C:7]=2[N:8]=1. Given the reactants [CH3:1][O:2][C:3]1[N:4]=[C:5]([O:36][CH3:37])[C:6]2[C:11]([C:12]3[CH:17]=[CH:16][CH:15]=[CH:14][CH:13]=3)=[C:10]([C:18]3[CH:23]=[CH:22][C:21]([C:24]4([NH:28]C(=O)OC(C)(C)C)[CH2:27][CH2:26][CH2:25]4)=[CH:20][CH:19]=3)[O:9][C:7]=2[N:8]=1.C(O)(C(F)(F)F)=O, predict the reaction product.